Dataset: Forward reaction prediction with 1.9M reactions from USPTO patents (1976-2016). Task: Predict the product of the given reaction. (1) Given the reactants C([O:3][C:4]([C:6]1[N:7]([C:12]2[CH:17]=[CH:16][C:15]([CH3:18])=[CH:14][CH:13]=2)[C:8]([SH:11])=[N:9][CH:10]=1)=[O:5])C.O.[OH-].[Li+].Cl, predict the reaction product. The product is: [SH:11][C:8]1[N:7]([C:12]2[CH:13]=[CH:14][C:15]([CH3:18])=[CH:16][CH:17]=2)[C:6]([C:4]([OH:5])=[O:3])=[CH:10][N:9]=1. (2) Given the reactants Br[C:2]1[C:3]([O:12][CH2:13][C@H:14]2[CH2:16][C@@H:15]2[C:17]2[CH:22]=[CH:21][C:20]([O:23][CH3:24])=[CH:19][N:18]=2)=[N:4][C:5]2[C:10]([CH:11]=1)=[N:9][CH:8]=[CH:7][CH:6]=2.[B:25]1(B2OC(C)(C)C(C)(C)O2)[O:29]C(C)(C)C(C)(C)[O:26]1.C([O-])(=O)C.[K+], predict the reaction product. The product is: [CH3:24][O:23][C:20]1[CH:21]=[CH:22][C:17]([C@H:15]2[CH2:16][C@@H:14]2[CH2:13][O:12][C:3]2[C:2]([B:25]([OH:29])[OH:26])=[CH:11][C:10]3[C:5](=[CH:6][CH:7]=[CH:8][N:9]=3)[N:4]=2)=[N:18][CH:19]=1. (3) Given the reactants ClC(Cl)(Cl)[C:3]([C:5]1[NH:9][CH:8]=[C:7]([CH:10]=[O:11])[CH:6]=1)=[O:4].[CH2:14]([O-])[CH3:15].[Na+].C([OH:20])C, predict the reaction product. The product is: [CH:10]([C:7]1[CH:6]=[C:5]([C:3]([O:4][CH2:14][CH3:15])=[O:20])[NH:9][CH:8]=1)=[O:11]. (4) Given the reactants [Cl:1][C:2]1[CH:29]=[CH:28][CH:27]=[CH:26][C:3]=1[CH2:4][N:5]1[C:13]2[C:8](=[N:9][CH:10]=[CH:11][C:12]=2[N:14]2[CH2:19][CH2:18][CH2:17][C@@H:16]([NH:20]C(=O)O)[CH2:15]2)[N:7]([CH3:24])[C:6]1=[O:25].[F:30][C:31]([F:36])([F:35])[C:32]([OH:34])=[O:33], predict the reaction product. The product is: [F:30][C:31]([F:36])([F:35])[C:32]([OH:34])=[O:33].[Cl:1][C:2]1[CH:29]=[CH:28][CH:27]=[CH:26][C:3]=1[CH2:4][N:5]1[C:13]2[C:8](=[N:9][CH:10]=[CH:11][C:12]=2[N:14]2[CH2:19][CH2:18][CH2:17][C@@H:16]([NH2:20])[CH2:15]2)[N:7]([CH3:24])[C:6]1=[O:25]. (5) Given the reactants O.[NH2:2][NH2:3].C[O:5][C:6](=O)[CH2:7][N:8]1[C:12]([CH2:13][CH3:14])=[C:11]([O:15][C:16]2[CH:21]=[C:20]([Cl:22])[CH:19]=[C:18]([Cl:23])[CH:17]=2)[C:10]([CH2:24][CH3:25])=[N:9]1, predict the reaction product. The product is: [Cl:23][C:18]1[CH:17]=[C:16]([CH:21]=[C:20]([Cl:22])[CH:19]=1)[O:15][C:11]1[C:10]([CH2:24][CH3:25])=[N:9][N:8]([CH2:7][C:6]([NH:2][NH2:3])=[O:5])[C:12]=1[CH2:13][CH3:14]. (6) Given the reactants [NH2:1][C:2]1([C:5]([OH:7])=[O:6])[CH2:4][CH2:3]1.C(=O)([O-])[O-].[K+].[K+].[CH2:14](Br)[C:15]1[CH:20]=[CH:19][CH:18]=[CH:17][CH:16]=1, predict the reaction product. The product is: [CH2:14]([N:1]([CH2:14][C:15]1[CH:20]=[CH:19][CH:18]=[CH:17][CH:16]=1)[C:2]1([C:5]([O:7][CH2:14][C:15]2[CH:20]=[CH:19][CH:18]=[CH:17][CH:16]=2)=[O:6])[CH2:4][CH2:3]1)[C:15]1[CH:20]=[CH:19][CH:18]=[CH:17][CH:16]=1. (7) Given the reactants C([N:8]1[CH2:17][C:16]([CH3:19])([CH3:18])[C:15]2[NH:14][C:13](=[O:20])[CH:12]=[C:11](Cl)[C:10]=2[CH2:9]1)C1C=CC=CC=1, predict the reaction product. The product is: [CH3:18][C:16]1([CH3:19])[C:15]2[NH:14][C:13](=[O:20])[CH:12]=[CH:11][C:10]=2[CH2:9][NH:8][CH2:17]1.